This data is from Reaction yield outcomes from USPTO patents with 853,638 reactions. The task is: Predict the reaction yield, written as a fraction of the theoretical maximum amount of product (1.0 means a 100% yield; for example, 0.34 means a 34% yield). The reactants are [N+:1]([C:4]1[CH:5]=[C:6]2[C:10](=[CH:11][CH:12]=1)[NH:9][N:8]=[CH:7]2)([O-])=O. The product is [NH2:1][C:4]1[CH:5]=[C:6]2[C:10](=[CH:11][CH:12]=1)[NH:9][N:8]=[CH:7]2. The catalyst is CO.CCOCC.[Pd]. The yield is 1.00.